Dataset: NCI-60 drug combinations with 297,098 pairs across 59 cell lines. Task: Regression. Given two drug SMILES strings and cell line genomic features, predict the synergy score measuring deviation from expected non-interaction effect. Drug 1: CC1OCC2C(O1)C(C(C(O2)OC3C4COC(=O)C4C(C5=CC6=C(C=C35)OCO6)C7=CC(=C(C(=C7)OC)O)OC)O)O. Drug 2: CS(=O)(=O)CCNCC1=CC=C(O1)C2=CC3=C(C=C2)N=CN=C3NC4=CC(=C(C=C4)OCC5=CC(=CC=C5)F)Cl. Cell line: HT29. Synergy scores: CSS=22.1, Synergy_ZIP=1.79, Synergy_Bliss=7.00, Synergy_Loewe=-5.88, Synergy_HSA=2.43.